Dataset: Reaction yield outcomes from USPTO patents with 853,638 reactions. Task: Predict the reaction yield, written as a fraction of the theoretical maximum amount of product (1.0 means a 100% yield; for example, 0.34 means a 34% yield). The product is [C:1]([O:5][C:6]([NH:8][C:9]1[S:10][C:11]2[CH:17]=[C:16]([O:18][S:19]([C:22]3[CH:27]=[CH:26][C:25]([NH:33][CH2:29][CH:30]([CH3:32])[CH3:31])=[CH:24][CH:23]=3)(=[O:21])=[O:20])[CH:15]=[CH:14][C:12]=2[N:13]=1)=[O:7])([CH3:4])([CH3:3])[CH3:2]. The yield is 0.800. The reactants are [C:1]([O:5][C:6]([NH:8][C:9]1[S:10][C:11]2[CH:17]=[C:16]([O:18][S:19]([C:22]3[CH:27]=[CH:26][C:25](F)=[CH:24][CH:23]=3)(=[O:21])=[O:20])[CH:15]=[CH:14][C:12]=2[N:13]=1)=[O:7])([CH3:4])([CH3:3])[CH3:2].[CH2:29]([NH2:33])[CH:30]([CH3:32])[CH3:31].C(=O)([O-])[O-].[Cs+].[Cs+].O. The catalyst is CS(C)=O.